From a dataset of Peptide-MHC class I binding affinity with 185,985 pairs from IEDB/IMGT. Regression. Given a peptide amino acid sequence and an MHC pseudo amino acid sequence, predict their binding affinity value. This is MHC class I binding data. (1) The peptide sequence is LLDPLYFEV. The MHC is HLA-A26:01 with pseudo-sequence HLA-A26:01. The binding affinity (normalized) is 0.0847. (2) The peptide sequence is ALVEMGHHV. The MHC is HLA-A02:06 with pseudo-sequence HLA-A02:06. The binding affinity (normalized) is 0.936. (3) The peptide sequence is QPKKAAAAL. The MHC is HLA-B15:17 with pseudo-sequence HLA-B15:17. The binding affinity (normalized) is 0.0847. (4) The binding affinity (normalized) is 0.122. The peptide sequence is NQCMSANEA. The MHC is HLA-A02:01 with pseudo-sequence HLA-A02:01. (5) The peptide sequence is FLRGRAYGI. The MHC is HLA-B42:01 with pseudo-sequence HLA-B42:01. The binding affinity (normalized) is 0.332. (6) The peptide sequence is YEFLQPILL. The MHC is HLA-C06:02 with pseudo-sequence HLA-C06:02. The binding affinity (normalized) is 0.282. (7) The peptide sequence is KFNPMKTYI. The MHC is HLA-B18:01 with pseudo-sequence HLA-B18:01. The binding affinity (normalized) is 0. (8) The peptide sequence is KTTYWWDGL. The MHC is HLA-A26:01 with pseudo-sequence HLA-A26:01. The binding affinity (normalized) is 0.0847. (9) The peptide sequence is IQRTVFFVL. The MHC is HLA-B15:01 with pseudo-sequence HLA-B15:01. The binding affinity (normalized) is 0.850. (10) The MHC is Mamu-B17 with pseudo-sequence Mamu-B17. The binding affinity (normalized) is 0.0285. The peptide sequence is GEVLAWKF.